Dataset: Catalyst prediction with 721,799 reactions and 888 catalyst types from USPTO. Task: Predict which catalyst facilitates the given reaction. Reactant: [CH2:1]([NH:8][C:9](=O)[CH2:10][C:11]1[CH:16]=[CH:15][C:14]([CH2:17][OH:18])=[CH:13][CH:12]=1)[CH2:2][CH2:3][CH2:4][CH2:5][CH2:6][CH3:7].[BH4-].[Na+].B(F)(F)F. Product: [CH2:1]([NH:8][CH2:9][CH2:10][C:11]1[CH:16]=[CH:15][C:14]([CH2:17][OH:18])=[CH:13][CH:12]=1)[CH2:2][CH2:3][CH2:4][CH2:5][CH2:6][CH3:7]. The catalyst class is: 7.